Dataset: Experimentally validated miRNA-target interactions with 360,000+ pairs, plus equal number of negative samples. Task: Binary Classification. Given a miRNA mature sequence and a target amino acid sequence, predict their likelihood of interaction. The miRNA is hsa-miR-520f-3p with sequence AAGUGCUUCCUUUUAGAGGGUU. The protein sequence of the target gene is MRLLLLVPLLLAPAPGSSAPKVRRQSDTWGPWSQWSPCSRTCGGGVSFRERPCYSQRRDGGSSCVGPARSHRSCRTESCPDGARDFRAEQCAEFDGAEFQGRRYRWLPYYSAPNKCELNCIPKGENFYYKHREAVVDGTPCEPGKRDVCVDGSCRVVGCDHELDSSKQEDKCLRCGGDGTTCYPVAGTFDANDLSRGYNQILIVPMGATSILIDEAAASRNFLAVKNVRGEYYLNGHWTIEAARALPAASTILHYERGAEGDLAPERLHARGPTSEPLVIELISQEPNPGVHYEYHLPLR.... Result: 1 (interaction).